Dataset: Catalyst prediction with 721,799 reactions and 888 catalyst types from USPTO. Task: Predict which catalyst facilitates the given reaction. Reactant: [CH3:1][NH:2][CH:3]1[CH2:8][CH2:7][N:6]([C:9]2[C:18]3[C:13](=[CH:14][CH:15]=[CH:16][CH:17]=3)[C:12]([C:19]3[N:23]([CH3:24])[N:22]=[CH:21][CH:20]=3)=[N:11][N:10]=2)[CH2:5][CH2:4]1.C(N(CC)CC)C.[F:32][C:33]1[CH:41]=[CH:40][C:36]([C:37](Cl)=[O:38])=[C:35]([C:42]([F:45])([F:44])[F:43])[CH:34]=1. Product: [F:32][C:33]1[CH:41]=[CH:40][C:36]([C:37]([N:2]([CH3:1])[CH:3]2[CH2:4][CH2:5][N:6]([C:9]3[C:18]4[C:13](=[CH:14][CH:15]=[CH:16][CH:17]=4)[C:12]([C:19]4[N:23]([CH3:24])[N:22]=[CH:21][CH:20]=4)=[N:11][N:10]=3)[CH2:7][CH2:8]2)=[O:38])=[C:35]([C:42]([F:45])([F:44])[F:43])[CH:34]=1. The catalyst class is: 2.